This data is from Forward reaction prediction with 1.9M reactions from USPTO patents (1976-2016). The task is: Predict the product of the given reaction. (1) The product is: [ClH:26].[NH2:34][CH2:35][CH2:36][N:37]([CH:38]1[CH2:43][CH2:42][N:41]([CH2:44][C:45]([F:48])([F:46])[F:47])[CH2:40][CH2:39]1)[S:23]([C:20]1[CH:21]=[CH:22][C:17]([NH:16][C:12]2[N:11]=[C:10]([NH:9][C:6]3[CH:7]=[CH:8][C:3]([F:2])=[C:4]([CH3:27])[CH:5]=3)[CH:15]=[CH:14][N:13]=2)=[CH:18][CH:19]=1)(=[O:25])=[O:24]. Given the reactants Cl.[F:2][C:3]1[CH:8]=[CH:7][C:6]([NH:9][C:10]2[CH:15]=[CH:14][N:13]=[C:12]([NH:16][C:17]3[CH:22]=[CH:21][C:20]([S:23]([Cl:26])(=[O:25])=[O:24])=[CH:19][CH:18]=3)[N:11]=2)=[CH:5][C:4]=1[CH3:27].C(OC(=O)[NH:34][CH2:35][CH2:36][NH:37][CH:38]1[CH2:43][CH2:42][N:41]([CH2:44][C:45]([F:48])([F:47])[F:46])[CH2:40][CH2:39]1)(C)(C)C, predict the reaction product. (2) Given the reactants [C:1]([O:5][C:6](=[O:11])/[CH:7]=[CH:8]/[CH2:9]I)([CH3:4])([CH3:3])[CH3:2].[NH:12]1[CH2:17][CH2:16][O:15][CH2:14][CH2:13]1.C(=O)([O-])O.[Na+].C(OCC)(=O)C, predict the reaction product. The product is: [O:15]1[CH2:16][CH2:17][N:12]([CH2:9]/[CH:8]=[CH:7]/[C:6]([O:5][C:1]([CH3:4])([CH3:3])[CH3:2])=[O:11])[CH2:13][CH2:14]1. (3) Given the reactants C(OC(=O)[NH:10][CH:11]([CH:15]([C:17](=[O:22])[NH:18][CH:19]1[CH2:21][CH2:20]1)[OH:16])[CH2:12][CH2:13][CH3:14])C1C=CC=CC=1, predict the reaction product. The product is: [CH:19]1([NH:18][C:17](=[O:22])[CH:15]([OH:16])[CH:11]([NH2:10])[CH2:12][CH2:13][CH3:14])[CH2:21][CH2:20]1. (4) The product is: [ClH:3].[Cl:3][C:4]1[CH:9]=[CH:8][C:7]([C:10]2[CH:15]=[CH:14][C:13]([O:16][C:17]([F:20])([F:19])[F:18])=[C:12]([CH2:21][NH:22][C@H:23]3[CH2:28][CH2:27][N:26]([C:44](=[O:45])[CH2:43][N:39]4[C:38](=[O:47])[C:37]([CH3:48])([CH3:36])[O:41][C:40]4=[O:42])[CH2:25][C@H:24]3[C:29]3[CH:34]=[CH:33][CH:32]=[CH:31][CH:30]=3)[CH:11]=2)=[C:6]([F:35])[CH:5]=1. Given the reactants Cl.Cl.[Cl:3][C:4]1[CH:9]=[CH:8][C:7]([C:10]2[CH:15]=[CH:14][C:13]([O:16][C:17]([F:20])([F:19])[F:18])=[C:12]([CH2:21][NH:22][C@H:23]3[CH2:28][CH2:27][NH:26][CH2:25][C@H:24]3[C:29]3[CH:34]=[CH:33][CH:32]=[CH:31][CH:30]=3)[CH:11]=2)=[C:6]([F:35])[CH:5]=1.[CH3:36][C:37]1([CH3:48])[O:41][C:40](=[O:42])[N:39]([CH2:43][C:44](O)=[O:45])[C:38]1=[O:47].Cl.C(OCC)(=O)C, predict the reaction product. (5) Given the reactants [F:1][C:2]([F:22])([F:21])[C:3]1[O:7][C:6]([CH:8]2[CH2:13][CH2:12][N:11](C(OC(C)(C)C)=O)[CH2:10][CH2:9]2)=[N:5][N:4]=1.Cl.[OH-].[Na+], predict the reaction product. The product is: [NH:11]1[CH2:12][CH2:13][CH:8]([C:6]2[O:7][C:3]([C:2]([F:21])([F:1])[F:22])=[N:4][N:5]=2)[CH2:9][CH2:10]1.